Dataset: Forward reaction prediction with 1.9M reactions from USPTO patents (1976-2016). Task: Predict the product of the given reaction. (1) The product is: [BrH:44].[F:43][C:2]1([F:1])[CH2:7][CH2:6][C@@H:5]([NH:8][C:9](=[O:22])[C:10]2[CH:15]=[CH:14][C:13]([N:16]3[CH:20]=[CH:19][C:18]([CH3:21])=[N:17]3)=[CH:12][CH:11]=2)[C@@H:4]([C:23]([N:25]2[C:37]3[C:36]4[CH:35]=[CH:34][CH:33]=[CH:32][C:31]=4[N:30]=[C:29]([C:38]4[NH:39][CH:40]=[CH:41][N:42]=4)[C:28]=3[CH2:27][CH2:26]2)=[O:24])[CH2:3]1. Given the reactants [F:1][C:2]1([F:43])[CH2:7][CH2:6][C@@H:5]([NH:8][C:9](=[O:22])[C:10]2[CH:15]=[CH:14][C:13]([N:16]3[CH:20]=[CH:19][C:18]([CH3:21])=[N:17]3)=[CH:12][CH:11]=2)[C@@H:4]([C:23]([N:25]2[C:37]3[C:36]4[CH:35]=[CH:34][CH:33]=[CH:32][C:31]=4[N:30]=[C:29]([C:38]4[NH:39][CH:40]=[CH:41][N:42]=4)[C:28]=3[CH2:27][CH2:26]2)=[O:24])[CH2:3]1.[BrH:44].C(O)C, predict the reaction product. (2) Given the reactants C([NH:4][C@@H:5]1[C@@H:11]([OH:12])[C@H:10]([OH:13])[C@@H:9]([CH2:14][OH:15])[O:8][CH:6]1[OH:7])(=O)C.[ClH:16], predict the reaction product. The product is: [ClH:16].[OH:7][CH:6]1[O:8][C@H:9]([CH2:14][OH:15])[C@@H:10]([OH:13])[C@H:11]([OH:12])[C@H:5]1[NH2:4]. (3) Given the reactants [F:1][C:2]1[CH:3]=[C:4]([CH:31]=[CH:32][C:33]=1[F:34])[CH2:5][NH:6][C:7]([C:9]1[C:17]2[C:12](=[CH:13][C:14]([O:18][CH3:19])=[CH:15][CH:16]=2)[N:11]([CH2:20][C:21]2[CH:26]=[CH:25][CH:24]=[CH:23][N:22]=2)[C:10]=1[C:27](OC)=[O:28])=[O:8].CC(C[AlH]CC(C)C)C, predict the reaction product. The product is: [F:1][C:2]1[CH:3]=[C:4]([CH:31]=[CH:32][C:33]=1[F:34])[CH2:5][NH:6][C:7]([C:9]1[C:17]2[C:12](=[CH:13][C:14]([O:18][CH3:19])=[CH:15][CH:16]=2)[N:11]([CH2:20][C:21]2[CH:26]=[CH:25][CH:24]=[CH:23][N:22]=2)[C:10]=1[CH:27]=[O:28])=[O:8].